This data is from Catalyst prediction with 721,799 reactions and 888 catalyst types from USPTO. The task is: Predict which catalyst facilitates the given reaction. (1) Reactant: C(OC(=O)[NH:7][C@@H:8]([CH2:27][C:28]1[CH:33]=[CH:32][CH:31]=[CH:30][CH:29]=1)[CH2:9][NH:10][C:11]1[C:12]2[S:25][CH:24]=[C:23](Br)[C:13]=2[N:14]=[C:15]([C:17]2[CH:22]=[CH:21][N:20]=[CH:19][CH:18]=2)[N:16]=1)(C)(C)C.[Cu]([C:38]#[N:39])C#N. Product: [NH2:7][C@@H:8]([CH2:27][C:28]1[CH:33]=[CH:32][CH:31]=[CH:30][CH:29]=1)[CH2:9][NH:10][C:11]1[C:12]2[S:25][CH:24]=[C:23]([C:38]#[N:39])[C:13]=2[N:14]=[C:15]([C:17]2[CH:18]=[CH:19][N:20]=[CH:21][CH:22]=2)[N:16]=1. The catalyst class is: 44. (2) Reactant: [Cl:1][C:2]1[CH:7]=[CH:6][C:5]([S:8]([CH:11]([C:21]2[CH:26]=[C:25]([F:27])[CH:24]=[CH:23][C:22]=2[F:28])[C:12]2[N:17]=[CH:16][C:15]([C:18]([OH:20])=O)=[CH:14][CH:13]=2)(=[O:10])=[O:9])=[CH:4][CH:3]=1.O1CCCC1.[CH3:34][NH:35][CH3:36].C(N(CC)CC)C.Cl.C(N=C=NCCCN(C)C)C. Product: [Cl:1][C:2]1[CH:3]=[CH:4][C:5]([S:8]([CH:11]([C:21]2[CH:26]=[C:25]([F:27])[CH:24]=[CH:23][C:22]=2[F:28])[C:12]2[CH:13]=[CH:14][C:15]([C:18]([N:35]([CH3:36])[CH3:34])=[O:20])=[CH:16][N:17]=2)(=[O:10])=[O:9])=[CH:6][CH:7]=1. The catalyst class is: 119.